This data is from Human liver microsome stability data. The task is: Regression/Classification. Given a drug SMILES string, predict its absorption, distribution, metabolism, or excretion properties. Task type varies by dataset: regression for continuous measurements (e.g., permeability, clearance, half-life) or binary classification for categorical outcomes (e.g., BBB penetration, CYP inhibition). Dataset: hlm. The molecule is COc1ccc2nc3cc(Cl)ccc3c(N=C(NCCCN(C)C)c3ccc(Cl)cc3)c2n1. The result is 0 (unstable in human liver microsomes).